Task: Predict the reactants needed to synthesize the given product.. Dataset: Full USPTO retrosynthesis dataset with 1.9M reactions from patents (1976-2016) (1) Given the product [C:31]([O:30][C:29](=[O:35])[NH:28][C:25](=[N:24][C:11](=[O:13])[CH2:10][O:9][C:2]1[C:1]([CH3:14])=[CH:6][C:5]([CH3:7])=[CH:4][C:3]=1[CH3:8])[NH:26][CH3:27])([CH3:34])([CH3:32])[CH3:33], predict the reactants needed to synthesize it. The reactants are: [C:1]1([CH3:14])[CH:6]=[C:5]([CH3:7])[CH:4]=[C:3]([CH3:8])[C:2]=1[O:9][CH2:10][C:11]([OH:13])=O.C(N(C(C)C)CC)(C)C.[NH:24]=[C:25]([NH:28][C:29](=[O:35])[O:30][C:31]([CH3:34])([CH3:33])[CH3:32])[NH:26][CH3:27].O.ON1C2C=CC=CC=2N=N1.F[P-](F)(F)(F)(F)F.N1(OC(N(C)C)=[N+](C)C)C2C=CC=CC=2N=N1. (2) Given the product [Br:1][C:2]1[C:3](=[O:12])[N:4]([C:13]2[CH:18]=[CH:17][CH:16]=[CH:15][CH:14]=2)[CH:5]=[C:6]([C:8]([F:11])([F:10])[F:9])[CH:7]=1, predict the reactants needed to synthesize it. The reactants are: [Br:1][C:2]1[C:3](=[O:12])[NH:4][CH:5]=[C:6]([C:8]([F:11])([F:10])[F:9])[CH:7]=1.[C:13]1(OB(O)O)[CH:18]=[CH:17][CH:16]=[CH:15][CH:14]=1.N1C=CC=CC=1. (3) Given the product [Cl:35][C:29]1[CH:30]=[C:31]([Cl:34])[CH:32]=[CH:33][C:28]=1[C@@H:19]1[N:20]=[C:21]([C:23]2[S:24][CH:25]=[CH:26][N:27]=2)[NH:22][C:17]([CH2:16][N:7]2[CH2:8][C:3]([F:2])([F:14])[CH2:4][CH2:5][C@@H:6]2[CH2:9][CH2:10][C:11]([OH:13])=[O:12])=[C:18]1[C:36]([O:38][CH2:39][CH3:40])=[O:37], predict the reactants needed to synthesize it. The reactants are: Cl.[F:2][C:3]1([F:14])[CH2:8][NH:7][C@@H:6]([CH2:9][CH2:10][C:11]([OH:13])=[O:12])[CH2:5][CH2:4]1.Br[CH2:16][C:17]1[NH:22][C:21]([C:23]2[S:24][CH:25]=[CH:26][N:27]=2)=[N:20][C@@H:19]([C:28]2[CH:33]=[CH:32][C:31]([Cl:34])=[CH:30][C:29]=2[Cl:35])[C:18]=1[C:36]([O:38][CH2:39][CH3:40])=[O:37].C(=O)([O-])[O-].[K+].[K+]. (4) Given the product [OH:33][C@H:34]1[CH2:38][N:37]([C:39](=[O:60])[CH2:40][C:41]([C:48]2[CH:49]=[CH:50][CH:51]=[CH:52][CH:53]=2)([C:54]2[CH:59]=[CH:58][CH:57]=[CH:56][CH:55]=2)[C:42]2[CH:43]=[CH:44][CH:45]=[CH:46][CH:47]=2)[C@H:36]([C:61]([N:63]2[CH2:67][CH2:66][CH2:65][C@@H:64]2[C:68]([NH:1][CH2:2][CH:3]2[CH2:7][CH2:6][NH:5][CH2:4]2)=[O:69])=[O:62])[CH2:35]1, predict the reactants needed to synthesize it. The reactants are: [NH2:1][CH2:2][CH:3]1[CH2:7][CH2:6][N:5](C(OC(C)(C)C)=O)[CH2:4]1.OCC1CCN(CC2C=CC=CC=2)C1.C([O:33][C@H:34]1[CH2:38][N:37]([C:39](=[O:60])[CH2:40][C:41]([C:54]2[CH:59]=[CH:58][CH:57]=[CH:56][CH:55]=2)([C:48]2[CH:53]=[CH:52][CH:51]=[CH:50][CH:49]=2)[C:42]2[CH:47]=[CH:46][CH:45]=[CH:44][CH:43]=2)[C@H:36]([C:61]([N:63]2[CH2:67][CH2:66][CH2:65][C@@H:64]2[C:68](O)=[O:69])=[O:62])[CH2:35]1)(C)(C)C. (5) Given the product [I-:1].[CH3:9][O:10][CH:11]1[CH2:16][CH2:15][CH:14]([Zn+:8])[CH2:13][CH2:12]1, predict the reactants needed to synthesize it. The reactants are: [I-:1].O1CCC([Zn+:8])CC1.[CH3:9][O:10][CH:11]1[CH2:16][CH2:15][CH:14](O)[CH2:13][CH2:12]1. (6) Given the product [Cl:4][C:5]1[C:6]([O:13][CH2:2][CH3:3])=[C:7]([CH:10]=[CH:11][CH:12]=1)[CH:8]=[O:9], predict the reactants needed to synthesize it. The reactants are: I[CH2:2][CH3:3].[Cl:4][C:5]1[C:6]([OH:13])=[C:7]([CH:10]=[CH:11][CH:12]=1)[CH:8]=[O:9].C([O-])([O-])=O.[K+].[K+]. (7) Given the product [I:20][C:21]1[CH:22]=[C:23]([CH2:24][N:6]([CH2:7][C:8]2[CH:9]=[N:10][CH:11]=[CH:12][CH:13]=2)[S:3]([CH2:1][CH3:2])(=[O:5])=[O:4])[CH:26]=[CH:27][CH:28]=1, predict the reactants needed to synthesize it. The reactants are: [CH2:1]([S:3]([NH:6][CH2:7][C:8]1[CH:9]=[N:10][CH:11]=[CH:12][CH:13]=1)(=[O:5])=[O:4])[CH3:2].C(=O)([O-])[O-].[Cs+].[Cs+].[I:20][C:21]1[CH:22]=[C:23]([CH:26]=[CH:27][CH:28]=1)[CH2:24]Br. (8) Given the product [F:1][C:2]1[CH:7]=[CH:6][CH:5]=[C:4]([F:8])[C:3]=1[N:9]1[C:10]2[N:11]=[C:12]([S:18][CH3:19])[N:13]=[CH:14][C:15]=2[CH:16]=[C:37]1[C:31]([C:28]1[CH:27]=[CH:26][C:25]([F:30])=[CH:24][CH:29]=1)=[O:34], predict the reactants needed to synthesize it. The reactants are: [F:1][C:2]1[CH:7]=[CH:6][CH:5]=[C:4]([F:8])[C:3]=1[NH:9][C:10]1[C:15]([CH:16]=O)=[CH:14][N:13]=[C:12]([S:18][CH3:19])[N:11]=1.BrCC([C:24]1[CH:29]=[CH:28][CH:27]=[CH:26][C:25]=1[F:30])=O.[C:31](=[O:34])([O-])[O-].[K+].[K+].[CH3:37]N(C=O)C.